Dataset: NCI-60 drug combinations with 297,098 pairs across 59 cell lines. Task: Regression. Given two drug SMILES strings and cell line genomic features, predict the synergy score measuring deviation from expected non-interaction effect. (1) Drug 1: C1=CC(=CC=C1CCCC(=O)O)N(CCCl)CCCl. Drug 2: CC1=C(N=C(N=C1N)C(CC(=O)N)NCC(C(=O)N)N)C(=O)NC(C(C2=CN=CN2)OC3C(C(C(C(O3)CO)O)O)OC4C(C(C(C(O4)CO)O)OC(=O)N)O)C(=O)NC(C)C(C(C)C(=O)NC(C(C)O)C(=O)NCCC5=NC(=CS5)C6=NC(=CS6)C(=O)NCCC[S+](C)C)O. Cell line: CCRF-CEM. Synergy scores: CSS=42.3, Synergy_ZIP=0.385, Synergy_Bliss=0.264, Synergy_Loewe=-1.16, Synergy_HSA=-0.875. (2) Drug 1: C1=NC2=C(N=C(N=C2N1C3C(C(C(O3)CO)O)O)F)N. Drug 2: CC(C)NC(=O)C1=CC=C(C=C1)CNNC.Cl. Cell line: MDA-MB-231. Synergy scores: CSS=4.63, Synergy_ZIP=-2.27, Synergy_Bliss=-1.51, Synergy_Loewe=-3.35, Synergy_HSA=-3.25. (3) Drug 1: CCC1=CC2CC(C3=C(CN(C2)C1)C4=CC=CC=C4N3)(C5=C(C=C6C(=C5)C78CCN9C7C(C=CC9)(C(C(C8N6C)(C(=O)OC)O)OC(=O)C)CC)OC)C(=O)OC.C(C(C(=O)O)O)(C(=O)O)O. Drug 2: C1C(C(OC1N2C=NC3=C2NC=NCC3O)CO)O. Cell line: HCT116. Synergy scores: CSS=28.8, Synergy_ZIP=-1.16, Synergy_Bliss=-0.389, Synergy_Loewe=-27.7, Synergy_HSA=1.31. (4) Synergy scores: CSS=37.7, Synergy_ZIP=5.67, Synergy_Bliss=8.78, Synergy_Loewe=10.6, Synergy_HSA=11.9. Drug 2: C1=CC(=CC=C1CC(C(=O)O)N)N(CCCl)CCCl.Cl. Drug 1: C1CCC(CC1)NC(=O)N(CCCl)N=O. Cell line: NCI-H522. (5) Drug 1: C1C(C(OC1N2C=NC3=C(N=C(N=C32)Cl)N)CO)O. Drug 2: CCC1(C2=C(COC1=O)C(=O)N3CC4=CC5=C(C=CC(=C5CN(C)C)O)N=C4C3=C2)O.Cl. Cell line: MDA-MB-435. Synergy scores: CSS=32.3, Synergy_ZIP=-10.5, Synergy_Bliss=-3.07, Synergy_Loewe=-0.120, Synergy_HSA=-0.657.